Dataset: Full USPTO retrosynthesis dataset with 1.9M reactions from patents (1976-2016). Task: Predict the reactants needed to synthesize the given product. (1) Given the product [F:12][C:6]1[CH:7]=[C:8]([OH:11])[CH:9]=[CH:10][C:5]=1[NH:4][C:13]1([C:1]#[N:2])[CH2:16][CH2:15][CH2:14]1, predict the reactants needed to synthesize it. The reactants are: [C-:1]#[N:2].[Na+].[NH2:4][C:5]1[CH:10]=[CH:9][C:8]([OH:11])=[CH:7][C:6]=1[F:12].[C:13]1(=O)[CH2:16][CH2:15][CH2:14]1. (2) Given the product [C:10]1([CH:16]([CH2:20][CH3:21])[C:17]([O:19][CH2:8][CH2:7][C:1]2[CH:6]=[CH:5][CH:4]=[CH:3][CH:2]=2)=[O:18])[CH:15]=[CH:14][CH:13]=[CH:12][CH:11]=1, predict the reactants needed to synthesize it. The reactants are: [C:1]1([CH2:7][CH2:8]O)[CH:6]=[CH:5][CH:4]=[CH:3][CH:2]=1.[C:10]1([CH:16]([CH2:20][CH3:21])[C:17]([OH:19])=[O:18])[CH:15]=[CH:14][CH:13]=[CH:12][CH:11]=1.[OH-].[K+]. (3) The reactants are: C([O:9][CH2:10][C@@H:11]1[C:15]([O:17]C(=O)C)([CH3:16])[C@:14]([F:22])([CH3:21])[CH:13]([N:23]2[CH:31]=[N:30][C:29]3[C:28](=[O:32])[NH:27][CH:26]=[N:25][C:24]2=3)[O:12]1)(=O)C1C=CC=CC=1.CO. Given the product [F:22][C@:14]1([CH3:21])[C:15]([OH:17])([CH3:16])[C@@H:11]([CH2:10][OH:9])[O:12][CH:13]1[N:23]1[CH:31]=[N:30][C:29]2[C:28](=[O:32])[NH:27][CH:26]=[N:25][C:24]1=2, predict the reactants needed to synthesize it. (4) Given the product [CH2:10]([CH:12]1[CH:15]([CH2:16][CH2:17][CH3:18])[CH2:5][C:3](=[O:4])[C:2]([CH3:1])=[CH:13]1)[CH3:11], predict the reactants needed to synthesize it. The reactants are: [C:1](OCC)(=O)[CH2:2][C:3]([CH3:5])=[O:4].[CH2:10]([C:12](=[CH:15][CH2:16][CH2:17][CH3:18])[CH:13]=O)[CH3:11].